From a dataset of Full USPTO retrosynthesis dataset with 1.9M reactions from patents (1976-2016). Predict the reactants needed to synthesize the given product. (1) Given the product [F:31][C:28]1[CH:29]=[CH:30][C:25]([C:23]2[N:24]=[C:20]([CH:17]3[CH2:18][CH2:19][N:14]([C:13]4[N:12]=[CH:11][N:10]=[C:9]([NH2:37])[C:8]=4[C:5]4[CH:6]=[CH:7][C:2]([O:39][CH3:38])=[CH:3][CH:4]=4)[CH2:15][CH2:16]3)[N:21]([CH3:36])[CH:22]=2)=[CH:26][C:27]=1[C:32]([F:33])([F:34])[F:35], predict the reactants needed to synthesize it. The reactants are: F[C:2]1[CH:7]=[CH:6][C:5]([C:8]2[C:9]([NH2:37])=[N:10][CH:11]=[N:12][C:13]=2[N:14]2[CH2:19][CH2:18][CH:17]([C:20]3[N:21]([CH3:36])[CH:22]=[C:23]([C:25]4[CH:30]=[CH:29][C:28]([F:31])=[C:27]([C:32]([F:35])([F:34])[F:33])[CH:26]=4)[N:24]=3)[CH2:16][CH2:15]2)=[CH:4][CH:3]=1.[CH3:38][O:39]C1C=CC(B(O)O)=CC=1. (2) Given the product [C:28]([O:32][C:33](=[O:52])[N:34]([CH2:44][C:45]1[CH:50]=[CH:49][CH:48]=[CH:47][C:46]=1[Cl:51])[C:35]1[CH:40]=[CH:39][C:38]([CH:41]([OH:42])[C:2]2[C:10]3[C:5](=[N:6][CH:7]=[C:8]([O:11][CH3:12])[CH:9]=3)[N:4]([Si:13]([CH:20]([CH3:22])[CH3:21])([CH:17]([CH3:19])[CH3:18])[CH:14]([CH3:16])[CH3:15])[CH:3]=2)=[C:37]([F:43])[N:36]=1)([CH3:31])([CH3:29])[CH3:30], predict the reactants needed to synthesize it. The reactants are: I[C:2]1[C:10]2[C:5](=[N:6][CH:7]=[C:8]([O:11][CH3:12])[CH:9]=2)[N:4]([Si:13]([CH:20]([CH3:22])[CH3:21])([CH:17]([CH3:19])[CH3:18])[CH:14]([CH3:16])[CH3:15])[CH:3]=1.C([Mg]Cl)(C)C.[C:28]([O:32][C:33](=[O:52])[N:34]([CH2:44][C:45]1[CH:50]=[CH:49][CH:48]=[CH:47][C:46]=1[Cl:51])[C:35]1[CH:40]=[CH:39][C:38]([CH:41]=[O:42])=[C:37]([F:43])[N:36]=1)([CH3:31])([CH3:30])[CH3:29].[Cl-].[NH4+]. (3) Given the product [Br:8][C:4]1[CH:3]=[C:2]([NH:1][C:16]([O:18][C:19]([CH3:22])([CH3:21])[CH3:20])=[O:17])[CH:7]=[CH:6][N:5]=1, predict the reactants needed to synthesize it. The reactants are: [NH2:1][C:2]1[CH:7]=[CH:6][N:5]=[C:4]([Br:8])[CH:3]=1.CCN(CC)CC.[C:16](O[C:16]([O:18][C:19]([CH3:22])([CH3:21])[CH3:20])=[O:17])([O:18][C:19]([CH3:22])([CH3:21])[CH3:20])=[O:17]. (4) Given the product [Br:1][C:2]1[CH:10]=[CH:9][C:5]2[N:6]([C:20]([C:14]3[CH:19]=[CH:18][CH:17]=[CH:16][CH:15]=3)([C:27]3[CH:28]=[CH:29][CH:30]=[CH:31][CH:32]=3)[C:21]3[CH:22]=[CH:23][CH:24]=[CH:25][CH:26]=3)[CH:7]=[N:8][C:4]=2[C:3]=1[CH3:11], predict the reactants needed to synthesize it. The reactants are: [Br:1][C:2]1[CH:10]=[CH:9][C:5]2[NH:6][CH:7]=[N:8][C:4]=2[C:3]=1[CH3:11].[H-].[Na+].[C:14]1([C:20](Cl)([C:27]2[CH:32]=[CH:31][CH:30]=[CH:29][CH:28]=2)[C:21]2[CH:26]=[CH:25][CH:24]=[CH:23][CH:22]=2)[CH:19]=[CH:18][CH:17]=[CH:16][CH:15]=1. (5) Given the product [Cl:18][C:9]1[CH:8]=[CH:7][C:6]2[C:11](=[CH:12][C:3]([C:2]([F:15])([F:14])[F:1])=[CH:4][CH:5]=2)[N:10]=1, predict the reactants needed to synthesize it. The reactants are: [F:1][C:2]([F:15])([F:14])[C:3]1[CH:12]=[C:11]2[C:6]([CH:7]=[CH:8][C:9](O)=[N:10]2)=[CH:5][CH:4]=1.O=P(Cl)(Cl)[Cl:18]. (6) Given the product [C:9]([O:13][C:14]1[CH:21]=[CH:20][CH:19]=[CH:18][C:15]=1[CH2:16][NH:1][CH2:2][C:3]1[CH:8]=[CH:7][CH:6]=[CH:5][N:4]=1)([CH3:12])([CH3:10])[CH3:11], predict the reactants needed to synthesize it. The reactants are: [NH2:1][CH2:2][C:3]1[CH:8]=[CH:7][CH:6]=[CH:5][N:4]=1.[C:9]([O:13][C:14]1[CH:21]=[CH:20][CH:19]=[CH:18][C:15]=1[CH:16]=O)([CH3:12])([CH3:11])[CH3:10].[BH4-].[Na+]. (7) Given the product [Cl:1][C:2]1[CH:9]=[CH:8][CH:7]=[CH:6][C:3]=1[CH2:4][NH:5][C:11](=[O:12])[O:13][CH2:14][CH3:15], predict the reactants needed to synthesize it. The reactants are: [Cl:1][C:2]1[CH:9]=[CH:8][CH:7]=[CH:6][C:3]=1[CH2:4][NH2:5].Cl[C:11]([O:13][CH2:14][CH3:15])=[O:12].Cl. (8) Given the product [NH2:17][C:12]1[CH:13]=[CH:14][C:9]([CH:8]([C:5]2[CH:4]=[CH:3][C:2]([Cl:1])=[CH:7][N:6]=2)[OH:16])=[CH:10][CH:11]=1, predict the reactants needed to synthesize it. The reactants are: [Cl:1][C:2]1[CH:3]=[CH:4][C:5]([C:8](=[O:16])[C:9]2[CH:14]=[CH:13][C:12](F)=[CH:11][CH:10]=2)=[N:6][CH:7]=1.[N-:17]=[N+]=[N-].[Na+].O. (9) Given the product [CH2:33]([O:32][C:30](=[O:31])[C:29](=[O:35])[CH2:27][C:26]([C:23]1[CH:24]=[CH:25][N:21]([S:18]([C:15]2[CH:16]=[CH:17][C:12]([CH3:11])=[CH:13][CH:14]=2)(=[O:20])=[O:19])[N:22]=1)=[O:28])[CH3:34], predict the reactants needed to synthesize it. The reactants are: C[Si]([N-][Si](C)(C)C)(C)C.[Li+].[CH3:11][C:12]1[CH:17]=[CH:16][C:15]([S:18]([N:21]2[CH:25]=[CH:24][C:23]([C:26](=[O:28])[CH3:27])=[N:22]2)(=[O:20])=[O:19])=[CH:14][CH:13]=1.[C:29](OCC)(=[O:35])[C:30]([O:32][CH2:33][CH3:34])=[O:31].C(OCC)C.